Predict the reactants needed to synthesize the given product. From a dataset of Full USPTO retrosynthesis dataset with 1.9M reactions from patents (1976-2016). (1) The reactants are: [CH3:1][C:2]1[N:10]=[C:9]2[C:5]([CH2:6]C(=O)N2)=C[N:3]=1.[H-].[Na+].[C:14]([OH:17])(=[O:16])[CH3:15].[CH2:18](Cl)Cl.[CH3:21][N:22](C=O)C. Given the product [CH3:18][O:16][C:14]([C:15]1[CH:6]=[C:5]2[N:22]([CH:21]=1)[N:3]=[C:2]([CH3:1])[N:10]=[CH:9]2)=[O:17], predict the reactants needed to synthesize it. (2) Given the product [CH3:17][C:18]1[C:19]([N:24]([CH2:25][O:26][CH3:27])[S:28]([C:31]2[C:36]([C:2]3[CH:12]=[CH:11][C:5]([C:6]([O:8][CH2:9][CH3:10])=[O:7])=[CH:4][C:3]=3[CH2:13][O:14][CH2:15][CH3:16])=[CH:35][CH:34]=[CH:33][CH:32]=2)(=[O:29])=[O:30])=[N:20][O:21][C:22]=1[CH3:23], predict the reactants needed to synthesize it. The reactants are: Br[C:2]1[CH:12]=[CH:11][C:5]([C:6]([O:8][CH2:9][CH3:10])=[O:7])=[CH:4][C:3]=1[CH2:13][O:14][CH2:15][CH3:16].[CH3:17][C:18]1[C:19]([N:24]([S:28]([C:31]2[CH:36]=[CH:35][CH:34]=[CH:33][C:32]=2B(O)O)(=[O:30])=[O:29])[CH2:25][O:26][CH3:27])=[N:20][O:21][C:22]=1[CH3:23]. (3) Given the product [CH3:2][O:3][C:4]([CH:6]1[CH2:11][N:10]([C:12]2[S:13][CH:14]=[C:15]([C:17]3[CH2:21][CH:20]([C:22]4[C:27]([F:28])=[CH:26][CH:25]=[CH:24][C:23]=4[F:29])[O:19][N:18]=3)[N:16]=2)[CH2:9][CH2:8][N:7]1[C:46](=[O:47])[CH2:45][N:44]1[C:40]([CH3:39])=[CH:41][C:42]([C:49]([F:52])([F:51])[F:50])=[N:43]1)=[O:5], predict the reactants needed to synthesize it. The reactants are: Cl.[CH3:2][O:3][C:4]([CH:6]1[CH2:11][N:10]([C:12]2[S:13][CH:14]=[C:15]([C:17]3[CH2:21][CH:20]([C:22]4[C:27]([F:28])=[CH:26][CH:25]=[CH:24][C:23]=4[F:29])[O:19][N:18]=3)[N:16]=2)[CH2:9][CH2:8][NH:7]1)=[O:5].C(N(C(C)C)C(C)C)C.[CH3:39][C:40]1[N:44]([CH2:45][C:46](O)=[O:47])[N:43]=[C:42]([C:49]([F:52])([F:51])[F:50])[CH:41]=1.F[P-](F)(F)(F)(F)F.N1(O[P+](N(C)C)(N(C)C)N(C)C)C2C=CC=CC=2N=N1. (4) Given the product [Cl:18][C:15]1[CH:16]=[C:17]2[C:12]([C:11](=[O:19])[C:10](=[O:20])[N:9]2[CH:4]([CH2:5][CH:6]([CH3:7])[CH3:8])[C:3]([OH:21])=[O:2])=[CH:13][CH:14]=1, predict the reactants needed to synthesize it. The reactants are: C[O:2][C:3](=[O:21])[CH:4]([N:9]1[C:17]2[C:12](=[CH:13][CH:14]=[C:15]([Cl:18])[CH:16]=2)[C:11](=[O:19])[C:10]1=[O:20])[CH2:5][CH:6]([CH3:8])[CH3:7].O.[OH-].[Li+]. (5) Given the product [C:6]([C@@H:4]([C@H:2]([C:1]([O-:10])=[O:9])[OH:3])[OH:5])([O-:8])=[O:7].[CH:22]12[CH2:26][CH:11]([CH2:25][NH:24][CH2:23]1)[C:12]1[CH:13]=[C:14]3[C:19]([N:18]=[CH:17][CH:16]=[N:15]3)=[CH:20][C:21]2=1, predict the reactants needed to synthesize it. The reactants are: [C:1]([OH:10])(=[O:9])[C@@H:2]([C@H:4]([C:6]([OH:8])=[O:7])[OH:5])[OH:3].[CH:11]12[CH2:26][CH:22]([CH2:23][NH:24][CH2:25]1)[C:21]1[CH:20]=[C:19]3[C:14]([N:15]=[CH:16][CH:17]=[N:18]3)=[CH:13][C:12]2=1. (6) Given the product [F:1][C:2]1[CH:27]=[CH:26][C:25]([C:28]([NH:30][C:31]2[CH:36]=[C:35]([CH3:37])[CH:34]=[CH:33][C:32]=2[F:38])=[O:29])=[CH:24][C:3]=1[O:4][C:5]1[CH:10]=[CH:9][N:8]=[C:7]([C:11]2[NH:15][CH:14]=[C:13]([C:16]([NH:18][CH2:19][C:20]([OH:22])=[O:21])=[O:17])[CH:12]=2)[CH:6]=1, predict the reactants needed to synthesize it. The reactants are: [F:1][C:2]1[CH:27]=[CH:26][C:25]([C:28]([NH:30][C:31]2[CH:36]=[C:35]([CH3:37])[CH:34]=[CH:33][C:32]=2[F:38])=[O:29])=[CH:24][C:3]=1[O:4][C:5]1[CH:10]=[CH:9][N:8]=[C:7]([C:11]2[NH:15][CH:14]=[C:13]([C:16]([NH:18][CH2:19][C:20]([O:22]C)=[O:21])=[O:17])[CH:12]=2)[CH:6]=1.C1COCC1.CO.[OH-].[Na+].Cl. (7) Given the product [N:19]1[C:28]2[C:23](=[CH:24][C:25]([C:29]3([C:32]4[N:4]5[N:5]=[C:6]([C:9]6[CH:10]=[CH:11][C:12]([C:13]([O:15][CH3:16])=[O:14])=[CH:17][CH:18]=6)[CH:7]=[N:8][C:3]5=[N:1][N:2]=4)[CH2:31][CH2:30]3)=[CH:26][CH:27]=2)[CH:22]=[CH:21][CH:20]=1, predict the reactants needed to synthesize it. The reactants are: [NH:1]([C:3]1[N:4]=[N:5][C:6]([C:9]2[CH:18]=[CH:17][C:12]([C:13]([O:15][CH3:16])=[O:14])=[CH:11][CH:10]=2)=[CH:7][N:8]=1)[NH2:2].[N:19]1[C:28]2[C:23](=[CH:24][C:25]([C:29]3([CH:32]=O)[CH2:31][CH2:30]3)=[CH:26][CH:27]=2)[CH:22]=[CH:21][CH:20]=1.C(O)(=O)C.C(O)(=O)C.IC1C=CC=CC=1. (8) Given the product [O:17]1[CH2:22][CH2:21][CH:20]([NH:23][C:14]([C:12]2[CH:11]=[CH:10][CH:9]=[C:8]([C:4]3[CH:5]=[CH:6][CH:7]=[C:2]([Cl:1])[CH:3]=3)[N:13]=2)=[O:16])[CH2:19][CH2:18]1, predict the reactants needed to synthesize it. The reactants are: [Cl:1][C:2]1[CH:3]=[C:4]([C:8]2[N:13]=[C:12]([C:14]([OH:16])=O)[CH:11]=[CH:10][CH:9]=2)[CH:5]=[CH:6][CH:7]=1.[O:17]1[CH2:22][CH2:21][CH:20]([NH2:23])[CH2:19][CH2:18]1. (9) Given the product [CH3:40][CH:38]([C:14]1[O:13][N:12]=[C:11]([CH2:10][S:46][C:42]2[S:41][CH:45]=[CH:44][N:43]=2)[C:15]=1[CH2:16][O:17][C:18]1[CH:19]=[C:20]2[C:24](=[CH:25][CH:26]=1)[N:23]([CH2:27][C:28]1[CH:29]=[C:30]([CH:35]=[CH:36][CH:37]=1)[C:31]([O:33][CH3:34])=[O:32])[CH:22]=[CH:21]2)[CH3:39], predict the reactants needed to synthesize it. The reactants are: CC1C=CC=C(C)C=1O[CH2:10][C:11]1[C:15]([CH2:16][O:17][C:18]2[CH:19]=[C:20]3[C:24](=[CH:25][CH:26]=2)[N:23]([CH2:27][C:28]2[CH:29]=[C:30]([CH:35]=[CH:36][CH:37]=2)[C:31]([O:33][CH3:34])=[O:32])[CH:22]=[CH:21]3)=[C:14]([CH:38]([CH3:40])[CH3:39])[O:13][N:12]=1.[S:41]1[CH:45]=[CH:44][NH:43][C:42]1=[S:46]. (10) Given the product [F:7][C:8]1[CH:13]=[CH:12][C:11]([C:8]2[CH2:13][CH2:12][C:25]3([O:21][CH2:22][CH2:23][O:24]3)[CH2:10][CH:9]=2)=[CH:10][CH:9]=1, predict the reactants needed to synthesize it. The reactants are: C(=O)([O-])[O-].[Na+].[Na+].[F:7][C:8]1[CH:13]=[CH:12][C:11](OB(O)O)=[CH:10][CH:9]=1.[Cl-].[Li+].C[O:21][CH2:22][CH2:23][O:24][CH3:25].